From a dataset of Forward reaction prediction with 1.9M reactions from USPTO patents (1976-2016). Predict the product of the given reaction. (1) Given the reactants [Mg].[Cl-].[Ce+3].[Cl-].[Cl-].Br[CH2:7][CH2:8][CH2:9][CH2:10]Br.CO[C:14](=[O:32])[C:15]1[CH:20]=[CH:19][C:18]([C:21]2[NH:22][C:23](=[O:31])[C:24]3[N:25]([CH:27]=[C:28]([F:30])[CH:29]=3)[CH:26]=2)=[CH:17][CH:16]=1.C[Mg]Cl, predict the reaction product. The product is: [F:30][C:28]1[CH:29]=[C:24]2[C:23](=[O:31])[NH:22][C:21]([C:18]3[CH:17]=[CH:16][C:15]([C:14]4([OH:32])[CH2:10][CH2:9][CH2:8][CH2:7]4)=[CH:20][CH:19]=3)=[CH:26][N:25]2[CH:27]=1. (2) The product is: [CH:25]1([CH2:24][CH:23]([C:20]2[CH:19]=[CH:18][C:17]([S:14]([N:11]3[CH2:10][CH2:9][NH:8][CH2:13][CH2:12]3)(=[O:16])=[O:15])=[CH:22][CH:21]=2)[C:30]([NH:31][C:32]2[S:33][C:34]3[C:39]([N:40]=2)=[CH:38][CH:37]=[C:36]([N:41]2[CH2:42][CH2:43][O:44][CH2:45][CH2:46]2)[N:35]=3)=[O:47])[CH2:29][CH2:28][CH2:27][CH2:26]1. Given the reactants C(OC([N:8]1[CH2:13][CH2:12][N:11]([S:14]([C:17]2[CH:22]=[CH:21][C:20]([CH:23]([C:30](=[O:47])[NH:31][C:32]3[S:33][C:34]4[C:39]([N:40]=3)=[CH:38][CH:37]=[C:36]([N:41]3[CH2:46][CH2:45][O:44][CH2:43][CH2:42]3)[N:35]=4)[CH2:24][CH:25]3[CH2:29][CH2:28][CH2:27][CH2:26]3)=[CH:19][CH:18]=2)(=[O:16])=[O:15])[CH2:10][CH2:9]1)=O)(C)(C)C.C(O)(C(F)(F)F)=O, predict the reaction product. (3) Given the reactants [CH3:1][O:2][C:3]1[CH:4]=[C:5](/[C:11](=[CH:14]/[C:15]2[S:16][C:17]([N:20]3[CH2:25][CH2:24][CH:23]([OH:26])[CH2:22][CH2:21]3)=[CH:18][CH:19]=2)/[C:12]#[N:13])[CH:6]=[CH:7][C:8]=1[O:9][CH3:10].[CH3:27][N:28]([CH3:33])[CH2:29][C:30](O)=[O:31].C1(C)C=CC(S(Cl)(=O)=O)=CC=1, predict the reaction product. The product is: [CH3:27][N:28]([CH2:29][C:30]([O:26][CH:23]1[CH2:22][CH2:21][N:20]([C:17]2[S:16][C:15](/[CH:14]=[C:11](\[C:12]#[N:13])/[C:5]3[CH:6]=[CH:7][C:8]([O:9][CH3:10])=[C:3]([O:2][CH3:1])[CH:4]=3)=[CH:19][CH:18]=2)[CH2:25][CH2:24]1)=[O:31])[CH3:33].